Dataset: Forward reaction prediction with 1.9M reactions from USPTO patents (1976-2016). Task: Predict the product of the given reaction. Given the reactants N[C@@](C)(CC(C)CC)CC(O)=O.[NH2:13][C@@:14]([CH3:26])([CH2:19][CH:20]([CH3:25])[CH2:21][CH2:22][CH2:23]C)[CH2:15][C:16]([OH:18])=[O:17].C([N+]([O-])=O)CCCCCCCCC, predict the reaction product. The product is: [NH2:13][C@@:14]([CH3:26])([CH2:19][CH:20]([CH3:25])[CH2:21][CH2:22][CH3:23])[CH2:15][C:16]([OH:18])=[O:17].